Dataset: Forward reaction prediction with 1.9M reactions from USPTO patents (1976-2016). Task: Predict the product of the given reaction. (1) Given the reactants [N:1]1([C:7]2[CH:16]=[CH:15][CH:14]=[C:13]3[C:8]=2[C:9]([NH2:18])=[N:10][C:11]([NH2:17])=[N:12]3)[CH2:6][CH2:5][NH:4][CH2:3][CH2:2]1.[Cl:19][C:20]1[CH:28]=[CH:27][CH:26]=[CH:25][C:21]=1[C:22](Cl)=[O:23], predict the reaction product. The product is: [Cl:19][C:20]1[CH:28]=[CH:27][CH:26]=[CH:25][C:21]=1[C:22]([N:4]1[CH2:5][CH2:6][N:1]([C:7]2[CH:16]=[CH:15][CH:14]=[C:13]3[C:8]=2[C:9]([NH2:18])=[N:10][C:11]([NH2:17])=[N:12]3)[CH2:2][CH2:3]1)=[O:23]. (2) Given the reactants C(OP([CH2:9][C:10]([O:12][CH2:13][CH3:14])=[O:11])(OCC)=O)C.[H-].[Na+].[CH3:17][C:18]1[CH:19]=[C:20]([CH:23]=[CH:24][CH:25]=1)[CH:21]=O.Cl, predict the reaction product. The product is: [CH3:17][C:18]1[CH:19]=[C:20]([CH:21]=[CH:9][C:10]([O:12][CH2:13][CH3:14])=[O:11])[CH:23]=[CH:24][CH:25]=1. (3) Given the reactants I[C:2]1[N:3]=[C:4]([Si](C(C)C)(C(C)C)C(C)C)[S:5][C:6]=1[C:7]1[S:11][C:10]([Si](C(C)C)(C(C)C)C(C)C)=[N:9][C:8]=1I.[CH3:33][CH2:34][CH2:35][CH2:36][CH2:37][CH2:38][CH2:39][C:40]#[C:41][CH2:42][CH2:43][CH2:44][CH2:45][CH2:46][CH2:47][CH3:48].C1(CNCC2CCCCC2)CCCCC1.O.O.O.[F-].C([N+](CCCC)(CCCC)CCCC)CCC, predict the reaction product. The product is: [CH2:42]([C:41]1[C:2]2[N:3]=[CH:4][S:5][C:6]=2[C:7]2[S:11][CH:10]=[N:9][C:8]=2[C:40]=1[CH2:39][CH2:38][CH2:37][CH2:36][CH2:35][CH2:34][CH3:33])[CH2:43][CH2:44][CH2:45][CH2:46][CH2:47][CH3:48]. (4) The product is: [Cl:42][C:36]1[CH:37]=[C:38]([Cl:41])[CH:39]=[CH:40][C:35]=1[C:16]1[N:15]([C:12]2[CH:11]=[CH:10][C:9]([OH:8])=[CH:14][CH:13]=2)[C:19]([CH3:20])=[C:18]([C:21]([NH:23][C:24]2[CH:29]=[CH:28][C:27]([O:30][C:31]([F:34])([F:33])[F:32])=[CH:26][CH:25]=2)=[O:22])[N:17]=1. Given the reactants C([O:8][C:9]1[CH:14]=[CH:13][C:12]([N:15]2[C:19]([CH3:20])=[C:18]([C:21]([NH:23][C:24]3[CH:29]=[CH:28][C:27]([O:30][C:31]([F:34])([F:33])[F:32])=[CH:26][CH:25]=3)=[O:22])[N:17]=[C:16]2[C:35]2[CH:40]=[CH:39][C:38]([Cl:41])=[CH:37][C:36]=2[Cl:42])=[CH:11][CH:10]=1)C1C=CC=CC=1.C(O)C, predict the reaction product. (5) Given the reactants CO[CH:3]([O:22]C)[CH:4]([N:6]([O:20][CH3:21])[C:7]([NH:9][C:10]1[CH:15]=[C:14]([C:16]([F:19])([F:18])[F:17])[CH:13]=[CH:12][N:11]=1)=[O:8])[CH3:5].O, predict the reaction product. The product is: [OH:22][CH:3]1[CH:4]([CH3:5])[N:6]([O:20][CH3:21])[C:7](=[O:8])[N:9]1[C:10]1[CH:15]=[C:14]([C:16]([F:17])([F:18])[F:19])[CH:13]=[CH:12][N:11]=1. (6) Given the reactants [CH2:1]([N:3]([CH2:20]C)[CH2:4][C:5]([C:14]1[CH:19]=[CH:18][CH:17]=[CH:16][CH:15]=1)([C:8]1[CH:13]=[CH:12][CH:11]=[CH:10][CH:9]=1)[CH2:6][NH2:7])C.CNCCO, predict the reaction product. The product is: [CH3:20][N:3]([CH3:1])[CH2:4][C:5]([C:14]1[CH:19]=[CH:18][CH:17]=[CH:16][CH:15]=1)([C:8]1[CH:9]=[CH:10][CH:11]=[CH:12][CH:13]=1)[CH2:6][NH2:7].